From a dataset of Full USPTO retrosynthesis dataset with 1.9M reactions from patents (1976-2016). Predict the reactants needed to synthesize the given product. (1) Given the product [CH3:16][O:17][N:18]=[C:10]1[C:11]2[C:7](=[CH:6][C:5]([C:1]([CH3:4])([CH3:3])[CH3:2])=[CH:13][CH:12]=2)[CH2:8][CH2:9]1, predict the reactants needed to synthesize it. The reactants are: [C:1]([C:5]1[CH:6]=[C:7]2[C:11](=[CH:12][CH:13]=1)[C:10](=O)[CH2:9][CH2:8]2)([CH3:4])([CH3:3])[CH3:2].Cl.[CH3:16][O:17][NH2:18]. (2) Given the product [NH2:8][C@@H:9]([C:12]1[CH:13]=[C:14]([C:18]2[CH:23]=[C:22]([NH:24][CH2:25][CH2:26][O:27][CH3:28])[CH:21]=[C:20]([CH2:29][O:30][C:31]3[CH:36]=[CH:35][CH:34]=[CH:33][C:32]=3[CH2:37][C:38]([O:40][CH3:41])=[O:39])[CH:19]=2)[CH:15]=[CH:16][CH:17]=1)[CH2:10][OH:11], predict the reactants needed to synthesize it. The reactants are: C(OC([NH:8][C@@H:9]([C:12]1[CH:13]=[C:14]([C:18]2[CH:23]=[C:22]([NH:24][CH2:25][CH2:26][O:27][CH3:28])[CH:21]=[C:20]([CH2:29][O:30][C:31]3[CH:36]=[CH:35][CH:34]=[CH:33][C:32]=3[CH2:37][C:38]([O:40][CH3:41])=[O:39])[CH:19]=2)[CH:15]=[CH:16][CH:17]=1)[CH2:10][OH:11])=O)(C)(C)C. (3) Given the product [CH3:1][O:2][C:3]1[N:4]=[CH:5][CH:6]=[C:7]2[C:11]([C:12]3[CH:17]=[C:16]([CH:15]=[CH:14][C:13]=3[O:21][C@H:22]3[CH2:27][CH2:26][C@H:25]([O:28][CH3:29])[CH2:24][CH2:23]3)[NH2:18])=[CH:10][N:9]([CH3:30])[C:8]=12, predict the reactants needed to synthesize it. The reactants are: [CH3:1][O:2][C:3]1[N:4]=[CH:5][CH:6]=[C:7]2[C:11]([C:12]3[CH:17]=[C:16]([N+:18]([O-])=O)[CH:15]=[CH:14][C:13]=3[O:21][C@H:22]3[CH2:27][CH2:26][C@H:25]([O:28][CH3:29])[CH2:24][CH2:23]3)=[CH:10][N:9]([CH3:30])[C:8]=12. (4) The reactants are: [OH:1][CH2:2][CH2:3][CH2:4][CH2:5][NH:6][S:7]([C:10]1[CH:15]=[CH:14][C:13](Br)=[CH:12][CH:11]=1)(=[O:9])=[O:8].[F:17][C:18]1[CH:23]=[C:22]([F:24])[CH:21]=[CH:20][C:19]=1B(O)O. Given the product [OH:1][CH2:2][CH2:3][CH2:4][CH2:5][NH:6][S:7]([C:10]1[CH:15]=[CH:14][C:13]([C:21]2[CH:20]=[CH:19][C:18]([F:17])=[CH:23][C:22]=2[F:24])=[CH:12][CH:11]=1)(=[O:9])=[O:8], predict the reactants needed to synthesize it. (5) Given the product [CH3:20][O:19][N:16]1[CH2:17][CH2:18][CH:13]([CH:12]2[C:8]([O:7][C:2](=[O:3])[O:4][CH2:5][CH3:6])=[C:9]([C:22]3[C:27]([CH3:28])=[CH:26][C:25]([CH3:29])=[CH:24][C:23]=3[CH3:30])[C:10](=[O:21])[NH:11]2)[CH2:14][CH2:15]1, predict the reactants needed to synthesize it. The reactants are: Cl[C:2]([O:4][CH2:5][CH3:6])=[O:3].[OH:7][C:8]1[CH:12]([CH:13]2[CH2:18][CH2:17][N:16]([O:19][CH3:20])[CH2:15][CH2:14]2)[NH:11][C:10](=[O:21])[C:9]=1[C:22]1[C:27]([CH3:28])=[CH:26][C:25]([CH3:29])=[CH:24][C:23]=1[CH3:30].CCN(CC)CC. (6) Given the product [C:13]([O:17][C:18](=[O:45])[NH:19][CH:20]1[CH2:25][CH2:24][N:23]([S:26]([C:29]2[C:34]([Cl:35])=[CH:33][CH:32]=[C:31]([NH:36][C:37]3[C:40](=[O:41])[C:39](=[O:42])[C:38]=3[NH:46][C:47]3[CH:52]=[CH:51][CH:50]=[CH:49][CH:48]=3)[C:30]=2[OH:44])(=[O:28])=[O:27])[CH2:22][CH2:21]1)([CH3:15])([CH3:14])[CH3:16], predict the reactants needed to synthesize it. The reactants are: C1(C2C=CC=CC=2)C=CC=CC=1.[C:13]([O:17][C:18](=[O:45])[NH:19][CH:20]1[CH2:25][CH2:24][N:23]([S:26]([C:29]2[C:34]([Cl:35])=[CH:33][CH:32]=[C:31]([NH:36][C:37]3[C:40](=[O:41])[C:39](=[O:42])[C:38]=3Cl)[C:30]=2[OH:44])(=[O:28])=[O:27])[CH2:22][CH2:21]1)([CH3:16])([CH3:15])[CH3:14].[NH2:46][C:47]1[CH:52]=[CH:51][CH:50]=[CH:49][CH:48]=1.